Dataset: Reaction yield outcomes from USPTO patents with 853,638 reactions. Task: Predict the reaction yield, written as a fraction of the theoretical maximum amount of product (1.0 means a 100% yield; for example, 0.34 means a 34% yield). (1) The reactants are [Br:1][C:2]1[CH:3]=[N:4][NH:5][CH:6]=1.C([O-])([O-])=O.[K+].[K+].Br[CH:14]([CH3:16])[CH3:15]. The catalyst is CN(C=O)C. The product is [Br:1][C:2]1[CH:3]=[N:4][N:5]([CH:14]([CH3:16])[CH3:15])[CH:6]=1. The yield is 0.890. (2) The reactants are [Cl:1][C:2]1[CH:14]=[C:13]([NH:15][C:16]2[C:25]3[C:20](=[CH:21][CH:22]=[CH:23][C:24]=3[O:26][CH:27]3[CH2:32][CH2:31][N:30]([CH3:33])[CH2:29][CH2:28]3)[N:19]=[CH:18][N:17]=2)[CH:12]=[CH:11][C:3]=1[C:4]([O:6]C(C)(C)C)=[O:5]. The catalyst is Cl.CC(C)=O. The product is [ClH:1].[Cl:1][C:2]1[CH:14]=[C:13]([NH:15][C:16]2[C:25]3[C:20](=[CH:21][CH:22]=[CH:23][C:24]=3[O:26][CH:27]3[CH2:32][CH2:31][N:30]([CH3:33])[CH2:29][CH2:28]3)[N:19]=[CH:18][N:17]=2)[CH:12]=[CH:11][C:3]=1[C:4]([OH:6])=[O:5]. The yield is 1.00. (3) The reactants are [F:1][C:2]1[CH:7]=[C:6]([C:8]2[CH:13]=[CH:12][N:11]=[C:10]3[NH:14][C:15]([C:17]4[CH:22]=[CH:21][CH:20]=[C:19]([O:23][CH3:24])[CH:18]=4)=[N:16][C:9]=23)[CH:5]=[CH:4][C:3]=1[CH2:25][NH2:26].CCN(C(C)C)C(C)C.[CH:36]1([C:39]2[CH:47]=[CH:46][C:42]([C:43](Cl)=[O:44])=[CH:41][CH:40]=2)[CH2:38][CH2:37]1. The catalyst is O1CCCC1. The product is [CH:36]1([C:39]2[CH:40]=[CH:41][C:42]([C:43]([NH:26][CH2:25][C:3]3[CH:4]=[CH:5][C:6]([C:8]4[CH:13]=[CH:12][N:11]=[C:10]5[NH:14][C:15]([C:17]6[CH:22]=[CH:21][CH:20]=[C:19]([O:23][CH3:24])[CH:18]=6)=[N:16][C:9]=45)=[CH:7][C:2]=3[F:1])=[O:44])=[CH:46][CH:47]=2)[CH2:37][CH2:38]1. The yield is 0.360. (4) The reactants are [CH2:1]([C:5]1[N:6]=[C:7]([CH3:27])[NH:8][C:9](=[O:26])[C:10]=1[CH2:11][C:12]1[CH:17]=[CH:16][C:15]([C:18]2[C:19]([C:24]#[N:25])=[CH:20][CH:21]=[CH:22][CH:23]=2)=[CH:14][CH:13]=1)[CH2:2][CH2:3][CH3:4].[H-].[Na+].Br[CH2:31][CH2:32][C:33]1[C:42]2[C:37](=[CH:38][CH:39]=[CH:40][CH:41]=2)[CH:36]=[CH:35][CH:34]=1.[Cl-].O[NH3+:45].[C:46](=[O:49])([O-])[OH:47].[Na+]. The catalyst is C(OCC)(=O)C.CS(C)=O.CN(C)C=O. The product is [CH2:1]([C:5]1[N:6]=[C:7]([CH3:27])[N:8]([CH2:31][CH2:32][C:33]2[C:42]3[C:37](=[CH:38][CH:39]=[CH:40][CH:41]=3)[CH:36]=[CH:35][CH:34]=2)[C:9](=[O:26])[C:10]=1[CH2:11][C:12]1[CH:17]=[CH:16][C:15]([C:18]2[CH:23]=[CH:22][CH:21]=[CH:20][C:19]=2[C:24]2[NH:45][C:46](=[O:49])[O:47][N:25]=2)=[CH:14][CH:13]=1)[CH2:2][CH2:3][CH3:4]. The yield is 0.220. (5) The yield is 0.630. The product is [F:1][C:2]1[CH:3]=[C:4]([S:20]([NH:23][C:27]2[CH:28]=[CH:29][N:30]=[C:25]([F:24])[N:26]=2)(=[O:21])=[O:22])[CH:5]=[CH:6][C:7]=1[O:8][C@H:9]1[CH2:13][CH2:12][CH2:11][C@@H:10]1[C:14]1[N:18]([CH3:19])[N:17]=[CH:16][CH:15]=1. The reactants are [F:1][C:2]1[CH:3]=[C:4]([S:20]([NH2:23])(=[O:22])=[O:21])[CH:5]=[CH:6][C:7]=1[O:8][C@H:9]1[CH2:13][CH2:12][CH2:11][C@@H:10]1[C:14]1[N:18]([CH3:19])[N:17]=[CH:16][CH:15]=1.[F:24][C:25]1[N:30]=[C:29](F)[CH:28]=[CH:27][N:26]=1.C(=O)([O-])[O-].[K+].[K+]. The catalyst is CN(C=O)C. (6) The reactants are [Mg].Br[C:3]1[CH:8]=[CH:7][C:6]([O:9][CH3:10])=[CH:5][CH:4]=1.[P:11](Cl)(Cl)(Cl)=[O:12].[C:16]([Mg]Cl)([CH3:19])([CH3:18])[CH3:17].[CH3:22][O:23][C:24]1[CH:29]=[CH:28][C:27]([Mg]Br)=[CH:26][CH:25]=1. The catalyst is BrCCBr.O1CCCC1. The product is [CH3:10][O:9][C:6]1[CH:7]=[CH:8][C:3]([P:11](=[O:12])([C:27]2[CH:28]=[CH:29][C:24]([O:23][CH3:22])=[CH:25][CH:26]=2)[C:16]([CH3:19])([CH3:18])[CH3:17])=[CH:4][CH:5]=1. The yield is 0.710. (7) The reactants are FC([C:4]([O:10][C:11]([C:14]([C:17]([C:20](F)=[O:21])([F:19])[F:18])([F:16])[F:15])([F:13])[F:12])([C:6]([F:9])([F:8])[F:7])[F:5])=O.FC(F)(C(F)(F)C(F)=O)C(F)=[O:26].C(=O)([O-])[O-].[Na+].[Na+].C(=O)=O.S(=O)(=O)(O)O.[OH-].[Na+]. The catalyst is COCCOCCOC.O. The product is [C:6]([CH:4]([O:10][C:11]([C:14]([C:17]([C:20]([OH:26])=[O:21])([F:19])[F:18])([F:15])[F:16])([F:13])[F:12])[F:5])([F:9])([F:7])[F:8]. The yield is 0.950. (8) The reactants are [Br:1][C:2]1[CH:3]=[CH:4][CH:5]=[C:6]2[C:11]=1[NH:10][C:9](=[O:12])[CH:8]=[CH:7]2.[C:13](=O)([O-])[O-].[K+].[K+].CI. The catalyst is CN(C)C=O. The product is [Br:1][C:2]1[CH:3]=[CH:4][CH:5]=[C:6]2[C:11]=1[N:10]=[C:9]([O:12][CH3:13])[CH:8]=[CH:7]2. The yield is 0.740. (9) The reactants are C(Cl)(=O)C(Cl)=O.[CH3:7][N:8]([CH2:10][C:11]1[CH:19]=[CH:18][C:14]([C:15]([OH:17])=O)=[CH:13][CH:12]=1)[CH3:9].[NH2:20][C:21]1[N:25](C(OC(C)(C)C)=O)[N:24]=[C:23]([CH2:33][CH2:34][C:35]2[CH:40]=[C:39]([O:41][CH3:42])[CH:38]=[C:37]([O:43][CH3:44])[CH:36]=2)[CH:22]=1.N1C=CC=CC=1.C(O)(C(F)(F)F)=O. The catalyst is C(Cl)Cl.CN(C=O)C. The product is [CH3:42][O:41][C:39]1[CH:40]=[C:35]([CH2:34][CH2:33][C:23]2[NH:24][N:25]=[C:21]([NH:20][C:15](=[O:17])[C:14]3[CH:13]=[CH:12][C:11]([CH2:10][N:8]([CH3:7])[CH3:9])=[CH:19][CH:18]=3)[CH:22]=2)[CH:36]=[C:37]([O:43][CH3:44])[CH:38]=1. The yield is 0.250.